This data is from Peptide-MHC class I binding affinity with 185,985 pairs from IEDB/IMGT. The task is: Regression. Given a peptide amino acid sequence and an MHC pseudo amino acid sequence, predict their binding affinity value. This is MHC class I binding data. The peptide sequence is GMLSSLHTL. The MHC is HLA-A31:01 with pseudo-sequence HLA-A31:01. The binding affinity (normalized) is 0.0847.